This data is from Catalyst prediction with 721,799 reactions and 888 catalyst types from USPTO. The task is: Predict which catalyst facilitates the given reaction. (1) Reactant: [F:1][C:2]1[CH:7]=[CH:6][C:5]([C:8]([CH3:12])([CH3:11])[C:9]#[N:10])=[CH:4][CH:3]=1.[H-].[Al+3].[Li+].[H-].[H-].[H-].O.[OH-].[Na+]. Product: [F:1][C:2]1[CH:3]=[CH:4][C:5]([C:8]([CH3:12])([CH3:11])[CH2:9][NH2:10])=[CH:6][CH:7]=1. The catalyst class is: 1. (2) Reactant: [O:1]1[C:5]2=[CH:6][N:7]=[C:8]([CH2:10][OH:11])[CH:9]=[C:4]2[CH:3]=[CH:2]1. Product: [O:1]1[C:5]2=[CH:6][N:7]=[C:8]([CH2:10][OH:11])[CH:9]=[C:4]2[CH2:3][CH2:2]1. The catalyst class is: 29.